This data is from Full USPTO retrosynthesis dataset with 1.9M reactions from patents (1976-2016). The task is: Predict the reactants needed to synthesize the given product. (1) Given the product [S:6]1[CH:7]=[CH:8][C:4]2[CH:3]=[C:2]([C:27](=[O:29])[CH3:28])[CH:10]=[CH:9][C:5]1=2, predict the reactants needed to synthesize it. The reactants are: Br[C:2]1[CH:10]=[CH:9][C:5]2[S:6][CH:7]=[CH:8][C:4]=2[CH:3]=1.[Mg].II.BrC1SC2C=CC=CC=2C=1.CON(C)[C:27](=[O:29])[CH3:28]. (2) Given the product [C:87]([O:86][C:84]([N:81]1[CH2:82][CH2:83][N:78]([CH2:77][C:2]2[CH:7]=[C:6]([CH:8]3[CH2:12][CH2:11][CH2:10][CH2:9]3)[C:5]([O:13][C:14]([O:16][CH3:17])=[O:15])=[CH:4][C:3]=2[NH:18][C:19]([CH:21]2[O:26][C:25]3[CH:27]=[CH:28][C:29]([C:31]#[N:32])=[CH:30][C:24]=3[N:23]([C:33]([O:35][CH2:36][CH3:37])=[O:34])[CH2:22]2)=[O:20])[CH2:79][CH2:80]1)=[O:85])([CH3:90])([CH3:89])[CH3:88], predict the reactants needed to synthesize it. The reactants are: Br[C:2]1[CH:7]=[C:6]([CH:8]2[CH2:12][CH2:11][CH2:10][CH2:9]2)[C:5]([O:13][C:14]([O:16][CH3:17])=[O:15])=[CH:4][C:3]=1[NH:18][C:19]([CH:21]1[O:26][C:25]2[CH:27]=[CH:28][C:29]([C:31]#[N:32])=[CH:30][C:24]=2[N:23]([C:33]([O:35][CH2:36][CH3:37])=[O:34])[CH2:22]1)=[O:20].CC(C1C=C(C(C)C)C(C2C=CC=CC=2P(C2CCCCC2)C2CCCCC2)=C(C(C)C)C=1)C.FC(B[CH2:77][N:78]1[CH2:83][CH2:82][N:81]([C:84]([O:86][C:87]([CH3:90])([CH3:89])[CH3:88])=[O:85])[CH2:80][CH2:79]1)(F)F.C([O-])([O-])=O.[Cs+].[Cs+]. (3) Given the product [OH:22][C:7]([CH3:20])([CH2:6][CH2:5][C:4]1[C:9](=[O:8])[C:10]([CH3:13])=[C:11]([CH3:12])[C:2](=[O:1])[C:3]=1[CH3:21])[C:14]([NH:16][CH2:17][CH2:18][CH3:19])=[O:15], predict the reactants needed to synthesize it. The reactants are: [OH:1][C:2]1[C:3]([CH3:21])=[C:4]2[C:9](=[C:10]([CH3:13])[C:11]=1[CH3:12])[O:8][C:7]([CH3:20])([C:14]([NH:16][CH2:17][CH2:18][CH3:19])=[O:15])[CH2:6][CH2:5]2.[O:22]=[N+]([O-])[O-].[O-][N+](=O)[O-].[O-][N+](=O)[O-].[O-][N+](=O)[O-].[O-][N+](=O)[O-].[O-][N+](=O)[O-].[Ce+4].[NH4+].[NH4+]. (4) Given the product [F:29][C:30]1[CH:59]=[CH:58][CH:57]=[C:56]([F:60])[C:31]=1[C:32]([NH:34][C:35]1[CH:39]=[CH:38][N:37]([CH2:40][C:41]2[CH:46]=[CH:45][C:44]([OH:47])=[CH:43][C:42]=2[CH3:55])[N:36]=1)=[O:33], predict the reactants needed to synthesize it. The reactants are: O.CC1C=C2N=C3C(=NC(NC3=O)=O)N(C[C@H](O)[C@H](O)[C@H](O)CO)C2=CC=1C.[F:29][C:30]1[CH:59]=[CH:58][CH:57]=[C:56]([F:60])[C:31]=1[C:32]([NH:34][C:35]1[CH:39]=[CH:38][N:37]([CH2:40][C:41]2[CH:46]=[CH:45][C:44]([O:47]CC3C=CC=CC=3)=[CH:43][C:42]=2[CH3:55])[N:36]=1)=[O:33]. (5) Given the product [Cl:20][C:21]1[CH:26]=[CH:25][CH:24]=[C:23]([Cl:27])[C:22]=1[N:28]1[C:32]([C:33]2[CH:40]=[CH:39][C:36](/[CH:37]=[CH:9]/[C:10]3[CH:11]=[C:12]([CH:17]=[CH:18][CH:19]=3)[C:13]([O:15][CH3:16])=[O:14])=[CH:35][C:34]=2[CH3:41])=[CH:31][C:30]([C:42]([OH:45])([CH3:43])[CH3:44])=[N:29]1, predict the reactants needed to synthesize it. The reactants are: [H-].[Na+].COP([CH2:9][C:10]1[CH:11]=[C:12]([CH:17]=[CH:18][CH:19]=1)[C:13]([O:15][CH3:16])=[O:14])(OC)=O.[Cl:20][C:21]1[CH:26]=[CH:25][CH:24]=[C:23]([Cl:27])[C:22]=1[N:28]1[C:32]([C:33]2[CH:40]=[CH:39][C:36]([CH:37]=O)=[CH:35][C:34]=2[CH3:41])=[CH:31][C:30]([C:42]([OH:45])([CH3:44])[CH3:43])=[N:29]1. (6) Given the product [CH2:1]1[CH2:10][O:9][C:3]2([CH2:8][CH2:7][CH2:6][C:5]([C:13]3[CH:18]=[CH:17][CH:16]=[CH:15][CH:14]=3)([CH:11]=[O:30])[CH2:4]2)[O:2]1, predict the reactants needed to synthesize it. The reactants are: [CH2:1]1[CH2:10][O:9][CH:8]2[CH:3]([CH2:4][C:5]([C:13]3[CH:18]=[CH:17][CH:16]=[CH:15][CH:14]=3)([C:11]#N)[CH2:6][CH2:7]2)[O:2]1.CC(C[AlH]CC(C)C)C.Cl.C(=O)(O)[O-:30].[Na+].